The task is: Predict the reaction yield, written as a fraction of the theoretical maximum amount of product (1.0 means a 100% yield; for example, 0.34 means a 34% yield).. This data is from Reaction yield outcomes from USPTO patents with 853,638 reactions. (1) The reactants are [F:1][C:2]1[CH:7]=[C:6](F)[CH:5]=[C:4]([F:9])[C:3]=1[N+:10]([O-:12])=[O:11].C(=O)([O-])[O-].[K+].[K+].[NH:19]1[CH2:24][CH2:23][O:22][CH2:21][CH2:20]1. The catalyst is CS(C)=O. The product is [F:1][C:2]1[CH:7]=[C:6]([N:19]2[CH2:24][CH2:23][O:22][CH2:21][CH2:20]2)[CH:5]=[C:4]([F:9])[C:3]=1[N+:10]([O-:12])=[O:11]. The yield is 0.370. (2) The reactants are Br[C:2]1[C:7](=[O:8])[N:6]([CH2:9][C:10]2[CH:15]=[CH:14][C:13]([C:16]3[C:17]([C:22]#[N:23])=[CH:18][CH:19]=[CH:20][CH:21]=3)=[CH:12][CH:11]=2)[C:5]([CH2:24][CH2:25][CH2:26][CH3:27])=[N:4][C:3]=1[CH:28]1[CH2:30][CH2:29]1.[Si:31]([O:38][CH2:39][C:40]([CH3:52])([CH3:51])[O:41][C:42]1[CH:47]=[CH:46][C:45](B(O)O)=[CH:44][CH:43]=1)([C:34]([CH3:37])([CH3:36])[CH3:35])([CH3:33])[CH3:32].C(=O)([O-])[O-].[Cs+].[Cs+].O1CCOCC1. The catalyst is C(OCC)(=O)C.C1C=CC(P(C2C=CC=CC=2)[C-]2C=CC=C2)=CC=1.C1C=CC(P(C2C=CC=CC=2)[C-]2C=CC=C2)=CC=1.Cl[Pd]Cl.[Fe+2].ClCCl. The product is [CH2:24]([C:5]1[N:6]([CH2:9][C:10]2[CH:15]=[CH:14][C:13]([C:16]3[C:17]([C:22]#[N:23])=[CH:18][CH:19]=[CH:20][CH:21]=3)=[CH:12][CH:11]=2)[C:7](=[O:8])[C:2]([C:45]2[CH:44]=[CH:43][C:42]([O:41][C:40]([CH3:52])([CH3:51])[CH2:39][O:38][Si:31]([C:34]([CH3:37])([CH3:36])[CH3:35])([CH3:32])[CH3:33])=[CH:47][CH:46]=2)=[C:3]([CH:28]2[CH2:29][CH2:30]2)[N:4]=1)[CH2:25][CH2:26][CH3:27]. The yield is 0.800.